Predict the product of the given reaction. From a dataset of Forward reaction prediction with 1.9M reactions from USPTO patents (1976-2016). (1) Given the reactants [NH2:1][CH2:2][CH2:3][CH2:4][CH2:5][CH2:6][CH2:7][OH:8].[Cl:9][C:10]1[C:15]([N+:16]([O-:18])=[O:17])=[C:14](Cl)[C:13]([CH3:20])=[C:12]([CH3:21])[N:11]=1, predict the reaction product. The product is: [Cl:9][C:10]1[C:15]([N+:16]([O-:18])=[O:17])=[C:14]([NH:1][CH2:2][CH2:3][CH2:4][CH2:5][CH2:6][CH2:7][OH:8])[C:13]([CH3:20])=[C:12]([CH3:21])[N:11]=1. (2) The product is: [F:11][C:10]1[CH:9]=[C:8]([NH:12][S:13]([CH3:16])(=[O:15])=[O:14])[C:7]([CH3:17])=[CH:6][C:5]=1[C@H:3]([NH:2][C:54]([CH:49]1[CH2:48][CH2:47][C:46]2[N:45]=[C:44]([C:43]([F:58])([F:42])[F:57])[CH:53]=[CH:52][C:51]=2[CH2:50]1)=[O:55])[CH3:4]. Given the reactants Cl.[NH2:2][C@@H:3]([C:5]1[C:10]([F:11])=[CH:9][C:8]([NH:12][S:13]([CH3:16])(=[O:15])=[O:14])=[C:7]([CH3:17])[CH:6]=1)[CH3:4].F[P-](F)(F)(F)(F)F.C[N+](C)=C(N(C)C)ON1C2N=CC=CC=2N=N1.[F:42][C:43]([F:58])([F:57])[C:44]1[CH:53]=[CH:52][C:51]2[CH2:50][CH:49]([C:54](O)=[O:55])[CH2:48][CH2:47][C:46]=2[N:45]=1.C(N(CC)C(C)C)(C)C.CN1CCCC1=O, predict the reaction product. (3) Given the reactants [Cl-:1].[Cl-].[Ca+2:3].[Cl-].[K+:5].[Li+:6].[Cl-], predict the reaction product. The product is: [Cl-:1].[K+:5].[Cl-:1].[Cl-:1].[Ca+2:3].[Li+:6].[Cl-:1].[Cl-:1].[Cl-:1].[Ca+2:3]. (4) Given the reactants Cl[C:2]1[N:11]=[C:10]([NH:12][CH2:13][C:14]2[CH:19]=[CH:18][C:17]([NH:20][C:21](=[O:29])[C:22]3[CH:27]=[CH:26][C:25]([F:28])=[CH:24][CH:23]=3)=[CH:16][CH:15]=2)[C:9]2[C:4](=[CH:5][CH:6]=[CH:7][CH:8]=2)[N:3]=1.[CH:30]1([NH2:33])[CH2:32][CH2:31]1, predict the reaction product. The product is: [CH:30]1([NH:33][C:2]2[N:11]=[C:10]([NH:12][CH2:13][C:14]3[CH:15]=[CH:16][C:17]([NH:20][C:21](=[O:29])[C:22]4[CH:23]=[CH:24][C:25]([F:28])=[CH:26][CH:27]=4)=[CH:18][CH:19]=3)[C:9]3[C:4](=[CH:5][CH:6]=[CH:7][CH:8]=3)[N:3]=2)[CH2:32][CH2:31]1. (5) Given the reactants [OH-].[Na+].[CH2:3]([O:5][C:6](=[O:13])[CH2:7][C:8](=[O:12])[CH:9]([CH3:11])[CH3:10])[CH3:4].Cl[CH:15](OCC)[CH2:16]Cl, predict the reaction product. The product is: [CH2:3]([O:5][C:6]([C:7]1[CH:16]=[CH:15][O:12][C:8]=1[CH:9]([CH3:10])[CH3:11])=[O:13])[CH3:4]. (6) Given the reactants [CH2:1]([O:3][C:4](=[O:24])[CH:5]=[C:6]([C:8]1[CH:13]=[CH:12][C:11]([O:14][C:15]([C:18]([O:20][CH2:21][CH3:22])=[O:19])([CH3:17])[CH3:16])=[C:10]([CH3:23])[CH:9]=1)[CH3:7])[CH3:2], predict the reaction product. The product is: [CH2:1]([O:3][C:4](=[O:24])[CH2:5][CH:6]([C:8]1[CH:13]=[CH:12][C:11]([O:14][C:15]([C:18]([O:20][CH2:21][CH3:22])=[O:19])([CH3:16])[CH3:17])=[C:10]([CH3:23])[CH:9]=1)[CH3:7])[CH3:2]. (7) Given the reactants Cl.[NH:2]1[C@H:6]([C:7]([O:9][CH2:10][C:11]2[CH:16]=[CH:15][CH:14]=[CH:13][CH:12]=2)=[O:8])[CH2:5][C@@H:4]2[CH2:17][CH2:18][CH2:19][C@H:3]12.[CH:20]1[C:32]2[CH:31]([CH2:33][O:34][C:35](Cl)=[O:36])[C:30]3[C:25](=[CH:26][CH:27]=[CH:28][CH:29]=3)[C:24]=2[CH:23]=[CH:22][CH:21]=1, predict the reaction product. The product is: [N:2]1([C:35]([O:34][CH2:33][CH:31]2[C:30]3[CH:29]=[CH:28][CH:27]=[CH:26][C:25]=3[C:24]3[C:32]2=[CH:20][CH:21]=[CH:22][CH:23]=3)=[O:36])[C@H:6]([C:7]([O:9][CH2:10][C:11]2[CH:16]=[CH:15][CH:14]=[CH:13][CH:12]=2)=[O:8])[CH2:5][C@@H:4]2[CH2:17][CH2:18][CH2:19][C@H:3]12. (8) The product is: [C:27]([O:14][C:13](=[O:15])[C:12]1[CH:16]=[C:17]([O:19][CH2:20][C:21]2[CH:22]=[CH:23][CH:24]=[CH:25][CH:26]=2)[CH:18]=[C:10]([C:8]2[CH:7]=[CH:6][C:5]3[O:1][CH2:2][O:3][C:4]=3[CH:9]=2)[CH:11]=1)([CH3:30])([CH3:29])[CH3:28]. Given the reactants [O:1]1[C:5]2[CH:6]=[CH:7][C:8]([C:10]3[CH:11]=[C:12]([CH:16]=[C:17]([O:19][CH2:20][C:21]4[CH:26]=[CH:25][CH:24]=[CH:23][CH:22]=4)[CH:18]=3)[C:13]([OH:15])=[O:14])=[CH:9][C:4]=2[O:3][CH2:2]1.[C:27](OC(O[C:27]([CH3:30])([CH3:29])[CH3:28])N(C)C)([CH3:30])([CH3:29])[CH3:28], predict the reaction product.